Task: Predict the reaction yield, written as a fraction of the theoretical maximum amount of product (1.0 means a 100% yield; for example, 0.34 means a 34% yield).. Dataset: Reaction yield outcomes from USPTO patents with 853,638 reactions (1) The reactants are [C:1]([O:6][CH2:7][CH3:8])(=[O:5])/[CH:2]=[CH:3]/[CH3:4].[CH2:9]([S-:11])[CH3:10].[Na+]. The catalyst is CN(C=O)C.O. The product is [CH2:9]([S:11][CH:3]([CH3:4])[CH2:2][C:1]([O:6][CH2:7][CH3:8])=[O:5])[CH3:10]. The yield is 0.140. (2) The reactants are [CH:1]1([N:4]2[CH:9]3[CH2:10][CH2:11][CH:5]2[CH2:6][C:7](=O)[CH2:8]3)[CH2:3][CH2:2]1.N1C=CC=CC=1.Cl.[NH2:20][OH:21]. The catalyst is C(O)C.C([O-])([O-])=O.[Na+].[Na+]. The product is [CH:1]1([N:4]2[CH:9]3[CH2:10][CH2:11][CH:5]2[CH2:6][C:7](=[N:20][OH:21])[CH2:8]3)[CH2:3][CH2:2]1. The yield is 0.840.